Dataset: Catalyst prediction with 721,799 reactions and 888 catalyst types from USPTO. Task: Predict which catalyst facilitates the given reaction. (1) Reactant: C([O:8][C:9](=[O:45])[CH2:10][NH:11][C:12](=[O:44])[C@@H:13]1[CH2:17][C@H:16]([CH3:18])[CH2:15][N:14]1[C:19](=[O:43])[C@@H:20]1[CH2:24][C@@H:23]([CH3:25])[CH2:22][N:21]1[C:26]([O:28][CH2:29][CH:30]1[C:42]2[CH:41]=[CH:40][CH:39]=[CH:38][C:37]=2[C:36]2[C:31]1=[CH:32][CH:33]=[CH:34][CH:35]=2)=[O:27])C1C=CC=CC=1. Product: [CH:41]1[C:42]2[CH:30]([CH2:29][O:28][C:26]([N:21]3[CH2:22][C@H:23]([CH3:25])[CH2:24][C@H:20]3[C:19]([N:14]3[CH2:15][C@@H:16]([CH3:18])[CH2:17][C@H:13]3[C:12]([NH:11][CH2:10][C:9]([OH:45])=[O:8])=[O:44])=[O:43])=[O:27])[C:31]3[C:36](=[CH:35][CH:34]=[CH:33][CH:32]=3)[C:37]=2[CH:38]=[CH:39][CH:40]=1. The catalyst class is: 43. (2) Reactant: I[C:2]1[CH:7]=[CH:6][N:5]=[C:4]2[NH:8][N:9]=[CH:10][C:3]=12.C1(C)C=CC(S(O)=O)=CC=1.[Na].[C-:22]#[N:23].[K+]. Product: [NH:8]1[C:4]2[N:5]=[CH:6][CH:7]=[C:2]([C:22]#[N:23])[C:3]=2[CH:10]=[N:9]1. The catalyst class is: 58. (3) Reactant: [NH2:1][C:2]1[C:7]([N+:8]([O-:10])=[O:9])=[CH:6][C:5]([CH3:11])=[C:4](Cl)[CH:3]=1.[CH:13]1(B(O)O)[CH2:15][CH2:14]1.C(=O)([O-])[O-].[Cs+].[Cs+].ClCCl. Product: [NH2:1][C:2]1[C:7]([N+:8]([O-:10])=[O:9])=[CH:6][C:5]([CH3:11])=[C:4]([CH:13]2[CH2:15][CH2:14]2)[CH:3]=1. The catalyst class is: 12. (4) Reactant: Br[C:2]1[CH:21]=[CH:20][C:5](/[CH:6]=[CH:7]/[C:8]2[CH:9]=[C:10]([N:15]3[CH:19]=[CH:18][N:17]=[CH:16]3)[CH:11]=[C:12]([Cl:14])[CH:13]=2)=[CH:4][CH:3]=1.[C:22]([N:25]1[CH2:30][CH2:29][NH:28][CH2:27][CH2:26]1)(=[O:24])[CH3:23].C(=O)([O-])[O-].[Cs+].[Cs+].C1(P(C2CCCCC2)C2C=CC=CC=2C2C(C(C)C)=CC(C(C)C)=CC=2C(C)C)CCCCC1. Product: [Cl:14][C:12]1[CH:13]=[C:8]([CH:9]=[C:10]([N:15]2[CH:19]=[CH:18][N:17]=[CH:16]2)[CH:11]=1)/[CH:7]=[CH:6]/[C:5]1[CH:20]=[CH:21][C:2]([N:28]2[CH2:29][CH2:30][N:25]([C:22](=[O:24])[CH3:23])[CH2:26][CH2:27]2)=[CH:3][CH:4]=1. The catalyst class is: 164. (5) Reactant: [Si:1]([C:8]1[C:13]([Cl:14])=[C:12](F)[N:11]=[C:10]([C:16]2[C:24]3[C:19](=[N:20][CH:21]=[CH:22][CH:23]=3)[NH:18][N:17]=2)[C:9]=1[F:25])([C:4]([CH3:7])([CH3:6])[CH3:5])([CH3:3])[CH3:2].N1([Si:31]([CH3:34])([CH3:33])[CH3:32])C=CN=C1.[CH3:35][CH:36]([CH3:46])[C@:37]([CH:40]1[CH2:45][NH:44][CH2:43][CH2:42][NH:41]1)([OH:39])[CH3:38]. Product: [Si:1]([C:8]1[C:13]([Cl:14])=[C:12]([N:44]2[CH2:43][CH2:42][NH:41][C@H:40]([C@:37]([O:39][Si:31]([CH3:34])([CH3:33])[CH3:32])([CH:36]([CH3:46])[CH3:35])[CH3:38])[CH2:45]2)[N:11]=[C:10]([C:16]2[C:24]3[C:19](=[N:20][CH:21]=[CH:22][CH:23]=3)[NH:18][N:17]=2)[C:9]=1[F:25])([C:4]([CH3:7])([CH3:6])[CH3:5])([CH3:3])[CH3:2]. The catalyst class is: 56. (6) Reactant: [CH:1]1([NH:4][C:5](=[O:80])[NH:6][C:7]2[CH:78]=[CH:77][C:10]([O:11][C:12]3[CH:17]=[CH:16][N:15]=[C:14]4[CH:18]=[C:19]([C:21]5[CH:76]=[CH:75][C:24]([C:25]([N:27]([CH3:74])[CH2:28][C@@H:29]([O:66][Si](C(C)(C)C)(C)C)[C@H:30]([O:58][Si](C(C)(C)C)(C)C)[C@@H:31]([O:50][Si](C(C)(C)C)(C)C)[C@@H:32]([O:42][Si](C(C)(C)C)(C)C)[CH2:33][O:34][Si](C(C)(C)C)(C)C)=[O:26])=[CH:23][N:22]=5)[S:20][C:13]=34)=[C:9]([F:79])[CH:8]=2)[CH2:3][CH2:2]1.CCCC[N+](CCCC)(CCCC)CCCC.[F-]. Product: [CH:1]1([NH:4][C:5](=[O:80])[NH:6][C:7]2[CH:78]=[CH:77][C:10]([O:11][C:12]3[CH:17]=[CH:16][N:15]=[C:14]4[CH:18]=[C:19]([C:21]5[CH:76]=[CH:75][C:24]([C:25]([N:27]([CH3:74])[CH2:28][C@@H:29]([OH:66])[C@H:30]([OH:58])[C@@H:31]([OH:50])[C@@H:32]([OH:42])[CH2:33][OH:34])=[O:26])=[CH:23][N:22]=5)[S:20][C:13]=34)=[C:9]([F:79])[CH:8]=2)[CH2:2][CH2:3]1. The catalyst class is: 1. (7) Reactant: B.[NH2:2][C:3]1[CH:10]=[CH:9][C:8]([N+:11]([O-:13])=[O:12])=[CH:7][C:4]=1[C:5]#[N:6].C(O)C.[ClH:17]. Product: [ClH:17].[NH2:2][C:3]1[CH:10]=[CH:9][C:8]([N+:11]([O-:13])=[O:12])=[CH:7][C:4]=1[CH2:5][NH2:6]. The catalyst class is: 1.